From a dataset of Forward reaction prediction with 1.9M reactions from USPTO patents (1976-2016). Predict the product of the given reaction. (1) Given the reactants [C:1]([O:5][C:6](=[O:15])[NH:7][C@@H:8](CC)[CH:9]([C:11]#N)O)([CH3:4])([CH3:3])[CH3:2].C1([O:22]C)C=CC=CC=1.Cl.C(OC(OC(C)(C)C)=O)(OC(C)(C)C)=O.[O:40]1[CH2:45][CH2:44][O:43]CC1, predict the reaction product. The product is: [C:1]([O:5][C:6]([NH:7][C@@H:8]([CH2:9][CH3:11])[CH:44]([OH:43])[C:45]([OH:40])=[O:22])=[O:15])([CH3:4])([CH3:3])[CH3:2]. (2) Given the reactants C[O:2][C:3]([CH:5]1[CH2:14][CH2:13][C:12]2[C:7](=[C:8]([N:16]3[CH2:21][CH2:20][N:19]([CH3:22])[CH2:18][CH2:17]3)[CH:9]=[C:10]([F:15])[CH:11]=2)[O:6]1)=[O:4].[OH-].[Li+].[ClH:25].C(#N)C, predict the reaction product. The product is: [ClH:25].[F:15][C:10]1[CH:11]=[C:12]2[C:7](=[C:8]([N:16]3[CH2:17][CH2:18][N:19]([CH3:22])[CH2:20][CH2:21]3)[CH:9]=1)[O:6][CH:5]([C:3]([OH:4])=[O:2])[CH2:14][CH2:13]2. (3) Given the reactants [Cl:1][C:2]1[CH:21]=[C:20]([Cl:22])[CH:19]=[CH:18][C:3]=1[O:4][CH2:5][C:6]([NH:8][C:9]1[CH:10]=[C:11]([CH:15]=[CH:16][N:17]=1)[C:12]([OH:14])=O)=[O:7].C(Cl)CCl.C1C=CC2N(O)N=[N:33][C:31]=2C=1.[CH3:37][CH2:38][N:39]([CH:43]([CH3:45])C)[CH:40]([CH3:42])C.CN(C=[O:50])C, predict the reaction product. The product is: [Cl:1][C:2]1[CH:21]=[C:20]([Cl:22])[CH:19]=[CH:18][C:3]=1[O:4][CH2:5][C:6]([NH:8][C:9]1[CH:10]=[C:11]([CH:15]=[CH:16][N:17]=1)[C:12]([NH:33][CH2:31][CH2:45][CH2:43][N:39]1[CH2:38][CH2:37][O:50][CH2:42][CH2:40]1)=[O:14])=[O:7]. (4) The product is: [Br:7][C:6]1[C:2]([C:16]2[O:17][CH:18]=[CH:19][N:20]=2)=[C:3]([N+:8]([O-:10])=[O:9])[S:4][CH:5]=1. Given the reactants Br[C:2]1[C:6]([Br:7])=[CH:5][S:4][C:3]=1[N+:8]([O-:10])=[O:9].C([Sn](CCCC)(CCCC)[C:16]1[O:17][CH:18]=[CH:19][N:20]=1)CCC, predict the reaction product.